This data is from Peptide-MHC class I binding affinity with 185,985 pairs from IEDB/IMGT. The task is: Regression. Given a peptide amino acid sequence and an MHC pseudo amino acid sequence, predict their binding affinity value. This is MHC class I binding data. (1) The peptide sequence is TMGPHPAGV. The binding affinity (normalized) is 1.00. The MHC is HLA-A02:12 with pseudo-sequence HLA-A02:12. (2) The binding affinity (normalized) is 0.507. The MHC is HLA-A02:01 with pseudo-sequence HLA-A02:01. The peptide sequence is KLAGGVAVI. (3) The binding affinity (normalized) is 0.0847. The MHC is HLA-A03:01 with pseudo-sequence HLA-A03:01. The peptide sequence is LANWCLLNY.